From a dataset of Forward reaction prediction with 1.9M reactions from USPTO patents (1976-2016). Predict the product of the given reaction. (1) The product is: [CH3:1][O:2][C:3]1[CH:4]=[C:5]2[C:10](=[CH:11][C:12]=1[O:13][CH3:14])[N:9]=[CH:8][CH:7]=[C:6]2[O:15][C:16]1[C:22]([CH3:23])=[CH:21][C:19]([NH:20][C:32]([NH:31][C:26]2[CH:27]=[CH:28][CH:29]=[CH:30][C:25]=2[CH3:34])=[O:33])=[C:18]([CH3:24])[CH:17]=1. Given the reactants [CH3:1][O:2][C:3]1[CH:4]=[C:5]2[C:10](=[CH:11][C:12]=1[O:13][CH3:14])[N:9]=[CH:8][CH:7]=[C:6]2[O:15][C:16]1[C:22]([CH3:23])=[CH:21][C:19]([NH2:20])=[C:18]([CH3:24])[CH:17]=1.[C:25]1([CH3:34])[C:26]([N:31]=[C:32]=[O:33])=[CH:27][CH:28]=[CH:29][CH:30]=1.CO, predict the reaction product. (2) Given the reactants [OH:1][C:2]([C:4]([F:7])([F:6])[F:5])=[O:3].[CH:8]1([NH:12][C:13]2[N:14]=[C:15]3[CH2:38][CH2:37][NH:36][CH2:35][C:16]3=[N:17][C:18]=2[N:19]2[CH2:24][CH2:23][CH:22]([O:25][C:26]3[CH:31]=[CH:30][C:29]([O:32][CH3:33])=[CH:28][C:27]=3[F:34])[CH2:21][CH2:20]2)[CH2:11][CH2:10][CH2:9]1.[CH3:39][N:40]([CH3:44])[C:41](Cl)=[O:42].C(N(CC)CC)C, predict the reaction product. The product is: [CH:8]1([NH:12][C:13]2[N:14]=[C:15]3[CH2:38][CH2:37][N:36]([C:41]([N:40]([CH3:44])[CH3:39])=[O:42])[CH2:35][C:16]3=[N:17][C:18]=2[N:19]2[CH2:20][CH2:21][CH:22]([O:25][C:26]3[CH:31]=[CH:30][C:29]([O:32][CH3:33])=[CH:28][C:27]=3[F:34])[CH2:23][CH2:24]2)[CH2:11][CH2:10][CH2:9]1.[C:2]([OH:3])([C:4]([F:7])([F:6])[F:5])=[O:1]. (3) Given the reactants [OH:1][C:2]1[CH:3]=[C:4]2[C:9](=[CH:10][CH:11]=1)[CH:8]=[C:7]([CH2:12][N:13]1[CH2:18][CH2:17][CH:16]([C:19]([O:21][CH2:22][CH3:23])=[O:20])[CH2:15][CH2:14]1)[CH:6]=[CH:5]2.C(=O)([O-])[O-].[Cs+].[Cs+].CS(O[C@H:35]1[CH2:40][CH2:39][C@H:38]([CH2:41][CH3:42])[CH2:37][CH2:36]1)(=O)=O, predict the reaction product. The product is: [CH2:41]([C@@H:38]1[CH2:39][CH2:40][C@H:35]([O:1][C:2]2[CH:3]=[C:4]3[C:9](=[CH:10][CH:11]=2)[CH:8]=[C:7]([CH2:12][N:13]2[CH2:18][CH2:17][CH:16]([C:19]([O:21][CH2:22][CH3:23])=[O:20])[CH2:15][CH2:14]2)[CH:6]=[CH:5]3)[CH2:36][CH2:37]1)[CH3:42]. (4) Given the reactants [C:1]([O:5][C:6]([N:8]1[CH2:13][CH2:12][CH:11]([OH:14])[CH2:10][CH2:9]1)=[O:7])([CH3:4])([CH3:3])[CH3:2].C(N(CC)CC)C.[Br:22][C:23]1[CH:28]=[CH:27][CH:26]=[CH:25][C:24]=1[N:29]=[C:30]=[O:31], predict the reaction product. The product is: [Br:22][C:23]1[CH:28]=[CH:27][CH:26]=[CH:25][C:24]=1[NH:29][C:30]([O:14][CH:11]1[CH2:12][CH2:13][N:8]([C:6]([O:5][C:1]([CH3:4])([CH3:2])[CH3:3])=[O:7])[CH2:9][CH2:10]1)=[O:31]. (5) Given the reactants [C:1]1([S:7]([CH2:10][C:11]2[C:16]([C:17]([O:19][CH3:20])=[O:18])=[C:15]([OH:21])[C:14](Br)=[CH:13][CH:12]=2)(=[O:9])=[O:8])[CH:6]=[CH:5][CH:4]=[CH:3][CH:2]=1.[C:23]([C:26]1[O:27][CH:28]=[CH:29][C:30]=1B(O)O)(=[O:25])[CH3:24].O.[F-].[K+].[Br-].[Na+], predict the reaction product. The product is: [C:23]([C:26]1[O:27][CH:28]=[CH:29][C:30]=1[C:14]1[C:15]([OH:21])=[C:16]([C:11]([CH2:10][S:7]([C:1]2[CH:6]=[CH:5][CH:4]=[CH:3][CH:2]=2)(=[O:9])=[O:8])=[CH:12][CH:13]=1)[C:17]([O:19][CH3:20])=[O:18])(=[O:25])[CH3:24]. (6) Given the reactants Cl[CH2:2][CH2:3][C:4]1[CH:5]=[C:6]2[C:10](=[CH:11][CH:12]=1)[C:9]([CH3:14])([CH3:13])[CH:8]([NH:15][C:16](=[O:18])[CH3:17])[CH2:7]2.Cl[CH2:20][CH2:21][C:22]1[CH:30]=[C:29]2[C:25]([CH2:26][CH:27]([NH:33][C:34](=[O:36])[CH3:35])[C:28]2([CH3:32])[CH3:31])=[CH:24][CH:23]=1.Cl.[N:38]1([C:44]2[C:48]3[CH:49]=[CH:50][CH:51]=[CH:52][C:47]=3[S:46][N:45]=2)[CH2:43][CH2:42][NH:41][CH2:40][CH2:39]1.C(=O)([O-])[O-].[K+].[K+].[I-].[Na+], predict the reaction product. The product is: [S:46]1[C:47]2[CH:52]=[CH:51][CH:50]=[CH:49][C:48]=2[C:44]([N:38]2[CH2:39][CH2:40][N:41]([CH2:2][CH2:3][C:4]3[CH:5]=[C:6]4[C:10](=[CH:11][CH:12]=3)[C:9]([CH3:14])([CH3:13])[CH:8]([NH:15][C:16](=[O:18])[CH3:17])[CH2:7]4)[CH2:42][CH2:43]2)=[N:45]1.[S:46]1[C:47]2[CH:52]=[CH:51][CH:50]=[CH:49][C:48]=2[C:44]([N:38]2[CH2:39][CH2:40][N:41]([CH2:20][CH2:21][C:22]3[CH:30]=[C:29]4[C:25]([CH2:26][CH:27]([NH:33][C:34](=[O:36])[CH3:35])[C:28]4([CH3:32])[CH3:31])=[CH:24][CH:23]=3)[CH2:42][CH2:43]2)=[N:45]1.